Task: Predict the reactants needed to synthesize the given product.. Dataset: Full USPTO retrosynthesis dataset with 1.9M reactions from patents (1976-2016) Given the product [CH3:12][C:13]1[CH:14]=[C:15]([CH:20]=[CH:21][C:22]=1[CH3:23])[O:16][CH2:17][CH:18]1[NH:11][CH2:10][CH2:9][N:4]2[C:3]([CH2:1][CH3:2])=[N:7][C:6]([I:8])=[C:5]12, predict the reactants needed to synthesize it. The reactants are: [CH2:1]([C:3]1[N:4]([CH2:9][CH2:10][NH2:11])[CH:5]=[C:6]([I:8])[N:7]=1)[CH3:2].[CH3:12][C:13]1[CH:14]=[C:15]([CH:20]=[CH:21][C:22]=1[CH3:23])[O:16][CH2:17][CH:18]=O.